From a dataset of Retrosynthesis with 50K atom-mapped reactions and 10 reaction types from USPTO. Predict the reactants needed to synthesize the given product. (1) Given the product O=C(O)Cc1cccc(Oc2cccc(-c3nnc(Nc4ccc(Cl)c(Cl)c4)s3)c2)c1, predict the reactants needed to synthesize it. The reactants are: COC(=O)Cc1cccc(Oc2cccc(-c3nnc(Nc4ccc(Cl)c(Cl)c4)s3)c2)c1. (2) The reactants are: CN1CCC(NC(=O)c2ccc([N+](=O)[O-])c(Cl)c2)CC1. Given the product CN1CCC(NC(=O)c2ccc(N)c(Cl)c2)CC1, predict the reactants needed to synthesize it. (3) The reactants are: COc1cccc(-c2ccc(C(=O)N(C)Cc3ccccc3)s2)c1. Given the product CN(Cc1ccccc1)C(=O)c1ccc(-c2cccc(O)c2)s1, predict the reactants needed to synthesize it. (4) Given the product O=C(OCCO)c1ccc2ccccc2c1, predict the reactants needed to synthesize it. The reactants are: O=C(Cl)c1ccc2ccccc2c1.OCCO. (5) Given the product C[C@H](OCc1ccccc1)[C@@H](CCc1cccc2ccccc12)n1cnc(C(N)=O)c1, predict the reactants needed to synthesize it. The reactants are: COC(=O)c1cn([C@H](CCc2cccc3ccccc23)[C@H](C)OCc2ccccc2)cn1.[NH4+]. (6) Given the product CCOC(OCC)[C@H](C)N(Cc1cccc2ccccc12)C(=O)[C@@H](N)CC(=O)NC(c1ccccc1)(c1ccccc1)c1ccccc1, predict the reactants needed to synthesize it. The reactants are: CCOC(OCC)[C@H](C)N(Cc1cccc2ccccc12)C(=O)[C@H](CC(=O)NC(c1ccccc1)(c1ccccc1)c1ccccc1)NC(=O)OCC1c2ccccc2-c2ccccc21.